This data is from Reaction yield outcomes from USPTO patents with 853,638 reactions. The task is: Predict the reaction yield, written as a fraction of the theoretical maximum amount of product (1.0 means a 100% yield; for example, 0.34 means a 34% yield). (1) The reactants are B(Cl)(Cl)Cl.[F:5][C:6]1[C:11]2[CH:12]=[CH:13][O:14][C:10]=2[C:9]([NH:15][S:16]([CH:19]2[CH2:21][CH:20]2[CH2:22][O:23]CC2C=CC=CC=2)(=[O:18])=[O:17])=[C:8]([NH:31][C:32]2[CH:37]=[CH:36][C:35]([I:38])=[CH:34][C:33]=2[F:39])[C:7]=1[F:40].C(OCC)(=O)C. The catalyst is C(Cl)Cl.CCCCCC. The product is [F:5][C:6]1[C:11]2[CH:12]=[CH:13][O:14][C:10]=2[C:9]([NH:15][S:16]([CH:19]2[CH2:21][CH:20]2[CH2:22][OH:23])(=[O:17])=[O:18])=[C:8]([NH:31][C:32]2[CH:37]=[CH:36][C:35]([I:38])=[CH:34][C:33]=2[F:39])[C:7]=1[F:40]. The yield is 0.550. (2) The reactants are [CH3:1][C:2]1[CH:7]=[CH:6][N:5]=[CH:4][C:3]=1[C:8](=[O:10])[CH3:9].Cl.CCOCC.Cl.[Cl:18]N1C(=O)CCC1=O. The catalyst is CCOCC.Cl.C(O)(=O)C. The product is [CH3:1][C:2]1[CH:7]=[CH:6][N:5]=[CH:4][C:3]=1[C:8](=[O:10])[CH2:9][Cl:18]. The yield is 0.830. (3) The reactants are [CH3:1][N:2]([CH3:46])[CH2:3][CH2:4][O:5][C:6]1[CH:7]=[C:8]([NH:16][C:17](=[O:45])[CH2:18][C:19]2[CH:24]=[CH:23][C:22]([C:25]3[CH:26]=[N:27][C:28]([O:34]CC4C=CC(OC)=CC=4)=[C:29]([O:31][CH2:32][CH3:33])[CH:30]=3)=[CH:21][C:20]=2[F:44])[CH:9]=[C:10]([C:12]([F:15])([F:14])[F:13])[CH:11]=1.O.C(#N)C. The catalyst is CO.[Pd]. The product is [CH3:46][N:2]([CH3:1])[CH2:3][CH2:4][O:5][C:6]1[CH:7]=[C:8]([NH:16][C:17](=[O:45])[CH2:18][C:19]2[CH:24]=[CH:23][C:22]([C:25]3[CH:30]=[C:29]([O:31][CH2:32][CH3:33])[C:28](=[O:34])[NH:27][CH:26]=3)=[CH:21][C:20]=2[F:44])[CH:9]=[C:10]([C:12]([F:15])([F:13])[F:14])[CH:11]=1. The yield is 0.506. (4) The reactants are [CH3:1][O:2][C:3](=[O:13])[CH2:4][CH2:5][CH2:6][CH2:7][CH2:8][CH2:9][C:10]([OH:12])=O.C(N(CC)CC)C.C(OC(Cl)=O)C(C)C.[C:29]1([CH2:39][NH2:40])[C:38]2[C:33](=[CH:34][CH:35]=[CH:36][CH:37]=2)[CH:32]=[CH:31][CH:30]=1. The catalyst is O1CCCC1.[Cl-].[Na+].O. The product is [CH3:1][O:2][C:3](=[O:13])[CH2:4][CH2:5][CH2:6][CH2:7][CH2:8][CH2:9][C:10](=[O:12])[NH:40][CH2:39][C:29]1[C:38]2[C:33](=[CH:34][CH:35]=[CH:36][CH:37]=2)[CH:32]=[CH:31][CH:30]=1. The yield is 0.854. (5) The reactants are [O:1]1[CH2:5][CH2:4][CH:3]([O:6][C:7]2[CH:16]=[CH:15][CH:14]=[C:13]3[C:8]=2[C:9](=O)[NH:10][CH:11]=[N:12]3)[CH2:2]1.[Cl:18][C:19]1[CH:20]=[C:21]([CH:23]=[CH:24][C:25]=1[O:26][CH2:27][C:28]1[CH:33]=[CH:32][CH:31]=[CH:30][N:29]=1)[NH2:22]. No catalyst specified. The product is [Cl:18][C:19]1[CH:20]=[C:21]([CH:23]=[CH:24][C:25]=1[O:26][CH2:27][C:28]1[CH:33]=[CH:32][CH:31]=[CH:30][N:29]=1)[NH:22][C:9]1[C:8]2[C:13](=[CH:14][CH:15]=[CH:16][C:7]=2[O:6][CH:3]2[CH2:4][CH2:5][O:1][CH2:2]2)[N:12]=[CH:11][N:10]=1. The yield is 0.150.